From a dataset of Plasma protein binding rate (PPBR) regression data from AstraZeneca. Regression/Classification. Given a drug SMILES string, predict its absorption, distribution, metabolism, or excretion properties. Task type varies by dataset: regression for continuous measurements (e.g., permeability, clearance, half-life) or binary classification for categorical outcomes (e.g., BBB penetration, CYP inhibition). For this dataset (ppbr_az), we predict Y. (1) The compound is Cc1ccc(NC(=O)c2ccnc(N3CCOCC3)c2)cc1NC(=O)c1ccc(OCc2ccccn2)cc1. The Y is 98.5 %. (2) The molecule is CC(C)Cn1c(=O)n(C)c(=O)c2c(-c3ccncc3)n(Cc3cccc4ccccc34)nc21. The Y is 98.8 %. (3) The drug is CCOc1cc2ncc(C(N)=O)c(Nc3cccc(Cl)c3Cl)c2cc1N1CCN(C(=O)CO)CC1. The Y is 83.7 %. (4) The compound is FC(F)(F)Oc1ccc(-c2nnc(CCCCc3ccc4cccnc4n3)o2)cc1Cl. The Y is 99.9 %. (5) The drug is O=C(NCC12CC3CC(CC(C3)C1)C2)c1cc(CC2CCNCC2)ccc1Cl. The Y is 91.3 %. (6) The drug is O=C(O)[C@@H](c1ccccc1)N1CCC(CN2CCC(Oc3ccc(Cl)c(Cl)c3)CC2)CC1. The Y is 83.4 %. (7) The compound is C[C@@H]1CN(c2ccc3c(n2)NC(=O)CO3)[C@H](c2ccccc2)CO1. The Y is 93.7 %. (8) The compound is COc1ncc2ccc(=O)n(CCN3CCC(NCc4cc5c(cn4)OCCO5)CC3)c2n1. The Y is 72.5 %. (9) The compound is COc1ccc(-c2ccc3nc(N)sc3c2)cn1. The Y is 96.2 %. (10) The molecule is Cc1cccc(-c2nc3cc(Cl)ccc3[nH]2)n1. The Y is 98.9 %.